From a dataset of Full USPTO retrosynthesis dataset with 1.9M reactions from patents (1976-2016). Predict the reactants needed to synthesize the given product. (1) The reactants are: [NH2:1][C:2]1[CH:10]=[CH:9][CH:8]=[CH:7][C:3]=1[C:4]([NH2:6])=[O:5].[Cl:11][C:12]1[N:17]=[C:16](Cl)[C:15]([Cl:19])=[CH:14][N:13]=1.Cl. Given the product [Cl:11][C:12]1[N:17]=[C:16]([NH:1][C:2]2[CH:10]=[CH:9][CH:8]=[CH:7][C:3]=2[C:4]([NH2:6])=[O:5])[C:15]([Cl:19])=[CH:14][N:13]=1, predict the reactants needed to synthesize it. (2) Given the product [CH2:19]([N:1]1[CH2:6][CH2:5][CH2:4][CH:3]([C:7]2[O:8][C:9]3[C:15]([C:16]([NH2:18])=[O:17])=[CH:14][CH:13]=[CH:12][C:10]=3[N:11]=2)[CH2:2]1)[CH2:20][CH3:21], predict the reactants needed to synthesize it. The reactants are: [NH:1]1[CH2:6][CH2:5][CH2:4][CH:3]([C:7]2[O:8][C:9]3[C:15]([C:16]([NH2:18])=[O:17])=[CH:14][CH:13]=[CH:12][C:10]=3[N:11]=2)[CH2:2]1.[CH:19](=O)[CH2:20][CH3:21].[H][H]. (3) The reactants are: [Cl:1][C:2]1[CH:7]=[C:6](/[CH:8]=[CH:9]/[CH:10]([C:15]2[CH:20]=[C:19]([Cl:21])[C:18]([Cl:22])=[C:17]([Cl:23])[CH:16]=2)[C:11]([F:14])([F:13])[F:12])[CH:5]=[CH:4][C:3]=1[CH2:24][NH2:25].CCN(CC)CC.[CH3:33][N:34]([CH3:38])[C:35](Cl)=[O:36]. Given the product [Cl:1][C:2]1[CH:7]=[C:6](/[CH:8]=[CH:9]/[CH:10]([C:15]2[CH:20]=[C:19]([Cl:21])[C:18]([Cl:22])=[C:17]([Cl:23])[CH:16]=2)[C:11]([F:14])([F:13])[F:12])[CH:5]=[CH:4][C:3]=1[CH2:24][NH:25][C:35](=[O:36])[N:34]([CH3:38])[CH3:33], predict the reactants needed to synthesize it. (4) Given the product [NH2:3][C:4]1[CH:9]=[CH:8][C:7]([N:10]([CH3:15])[S:11]([CH3:14])(=[O:13])=[O:12])=[CH:6][C:5]=1[SH:1], predict the reactants needed to synthesize it. The reactants are: [S:1]1[C:5]2[CH:6]=[C:7]([N:10]([CH3:15])[S:11]([CH3:14])(=[O:13])=[O:12])[CH:8]=[CH:9][C:4]=2[N:3]=C1.O.NN. (5) Given the product [Cl:1][C:2]1[CH:10]=[CH:9][C:5]([C:6]([NH:41][CH:34]([C:35]2[CH:36]=[CH:37][CH:38]=[CH:39][CH:40]=2)[CH2:33][CH2:32][NH:31][C:30](=[O:42])[O:29][C:25]([CH3:28])([CH3:27])[CH3:26])=[O:7])=[CH:4][C:3]=1[NH:11][C:12]([C:14]1[C:23](=[O:24])[NH:22][C:17]2[N:18]=[CH:19][N:20]=[CH:21][C:16]=2[CH:15]=1)=[O:13], predict the reactants needed to synthesize it. The reactants are: [Cl:1][C:2]1[CH:10]=[CH:9][C:5]([C:6](O)=[O:7])=[CH:4][C:3]=1[NH:11][C:12]([C:14]1[C:23](=[O:24])[NH:22][C:17]2[N:18]=[CH:19][N:20]=[CH:21][C:16]=2[CH:15]=1)=[O:13].[C:25]([O:29][C:30](=[O:42])[NH:31][CH2:32][CH2:33][CH:34]([NH2:41])[C:35]1[CH:40]=[CH:39][CH:38]=[CH:37][CH:36]=1)([CH3:28])([CH3:27])[CH3:26].C(N(CC)CC)C.CN(C(ON1N=NC2C=CC=NC1=2)=[N+](C)C)C.F[P-](F)(F)(F)(F)F. (6) Given the product [NH2:16][C:17]1[N:22]=[C:21]([NH:8][C@@H:9]([CH2:13][CH2:14][CH3:15])[CH2:10][CH2:11][OH:12])[C:20]([CH2:36][C:37]2[CH:58]=[CH:57][C:40]([O:41][CH2:42][CH2:43][CH2:44][N:45]3[CH2:49][CH2:48][CH2:47][C@@H:46]3[C:50]([O:52][C:53]([CH3:56])([CH3:55])[CH3:54])=[O:51])=[CH:39][C:38]=2[O:59][CH3:60])=[C:19]([CH3:61])[N:18]=1, predict the reactants needed to synthesize it. The reactants are: FC(F)(F)C(O)=O.[NH2:8][C@@H:9]([CH2:13][CH2:14][CH3:15])[CH2:10][CH2:11][OH:12].[NH2:16][C:17]1[N:22]=[C:21](OS(C2C(C)=CC(C)=CC=2C)(=O)=O)[C:20]([CH2:36][C:37]2[CH:58]=[CH:57][C:40]([O:41][CH2:42][CH2:43][CH2:44][N:45]3[CH2:49][CH2:48][CH2:47][C@@H:46]3[C:50]([O:52][C:53]([CH3:56])([CH3:55])[CH3:54])=[O:51])=[CH:39][C:38]=2[O:59][CH3:60])=[C:19]([CH3:61])[N:18]=1.